Dataset: Reaction yield outcomes from USPTO patents with 853,638 reactions. Task: Predict the reaction yield, written as a fraction of the theoretical maximum amount of product (1.0 means a 100% yield; for example, 0.34 means a 34% yield). (1) The reactants are [C:1]([O:5][C:6]([N:8]([CH2:26][C:27]([O:29][C:30]([CH3:33])([CH3:32])[CH3:31])=[O:28])[C:9]1[CH:14]=[CH:13][CH:12]=[C:11]([CH2:15][NH:16]S(C2C=NC=CC=2)(=O)=O)[N:10]=1)=[O:7])([CH3:4])([CH3:3])[CH3:2].S1C=CN=C1C1C=CC(CN[S:45]([C:48]2[CH:49]=[N:50][CH:51]=[CH:52][CH:53]=2)(=[O:47])=[O:46])=CC=1.[S:56]1[CH:60]=[CH:59][N:58]=[C:57]1[C:61]1[CH:68]=[CH:67][C:64]([CH2:65]O)=[CH:63][CH:62]=1.C(OC(N(CC(OCCCC)=O)C1C=CC=C(CO)N=1)=O)(C)(C)C. No catalyst specified. The product is [C:1]([O:5][C:6]([N:8]([CH2:26][C:27]([O:29][C:30]([CH3:32])([CH3:33])[CH3:31])=[O:28])[C:9]1[CH:14]=[CH:13][CH:12]=[C:11]([C:15]([S:45]([C:48]2[CH:49]=[N:50][CH:51]=[CH:52][CH:53]=2)(=[O:47])=[O:46])([CH2:65][C:64]2[CH:67]=[CH:68][C:61]([C:57]3[S:56][CH:60]=[CH:59][N:58]=3)=[CH:62][CH:63]=2)[NH2:16])[N:10]=1)=[O:7])([CH3:4])([CH3:3])[CH3:2]. The yield is 0.850. (2) The reactants are [Cl:1][C:2]1[CH:8]=[C:7]([O:9][C:10]2[C:11]3[N:18]([CH3:19])[CH:17]=[CH:16][C:12]=3[N:13]=[CH:14][N:15]=2)[CH:6]=[CH:5][C:3]=1[NH2:4].N1C=CC=CC=1.Cl[C:27](OC1C=CC=CC=1)=[O:28].[CH3:36][N:37]1[CH2:42][CH2:41][N:40]([CH2:43][C:44]2[CH:45]=[C:46]([CH:48]=[C:49]([C:51]([F:54])([F:53])[F:52])[CH:50]=2)[NH2:47])[CH2:39][CH2:38]1. The catalyst is CN1CCCC1=O. The product is [Cl:1][C:2]1[CH:8]=[C:7]([O:9][C:10]2[C:11]3[N:18]([CH3:19])[CH:17]=[CH:16][C:12]=3[N:13]=[CH:14][N:15]=2)[CH:6]=[CH:5][C:3]=1[NH:4][C:27]([NH:47][C:46]1[CH:48]=[C:49]([C:51]([F:54])([F:52])[F:53])[CH:50]=[C:44]([CH2:43][N:40]2[CH2:41][CH2:42][N:37]([CH3:36])[CH2:38][CH2:39]2)[CH:45]=1)=[O:28]. The yield is 0.0700. (3) The reactants are Br[CH2:2][CH:3]([O:7][CH2:8][CH3:9])[O:4][CH2:5][CH3:6].[N:10]1[CH:15]=[CH:14][CH:13]=[CH:12][C:11]=1[CH2:16][NH2:17]. The product is [CH2:5]([O:4][CH:3]([O:7][CH2:8][CH3:9])[CH2:2][NH:17][CH2:16][C:11]1[CH:12]=[CH:13][CH:14]=[CH:15][N:10]=1)[CH3:6]. The yield is 0.650. No catalyst specified. (4) The reactants are [OH:1][C:2]1[C:11]2[C:6](=[CH:7][CH:8]=[CH:9][CH:10]=2)[C:5]([CH3:17])([CH2:12][CH2:13][CH:14]([CH3:16])[CH3:15])[C:4](=[O:18])[C:3]=1[C:19]1[NH:24][C:23]2[CH:25]=[CH:26][C:27]([NH:29][S:30]([CH3:33])(=[O:32])=[O:31])=[CH:28][C:22]=2[S:21](=[O:35])(=[O:34])[N:20]=1.[OH-].[Na+:37]. The catalyst is O. The product is [CH3:17][C:5]1([CH2:12][CH2:13][CH:14]([CH3:16])[CH3:15])[C:6]2[C:11](=[CH:10][CH:9]=[CH:8][CH:7]=2)[C:2]([O-:1])=[C:3]([C:19]2[NH:24][C:23]3[CH:25]=[CH:26][C:27]([NH:29][S:30]([CH3:33])(=[O:32])=[O:31])=[CH:28][C:22]=3[S:21](=[O:35])(=[O:34])[N:20]=2)[C:4]1=[O:18].[Na+:37]. The yield is 0.990. (5) The reactants are Br.Br[CH:3]([C:5]1[CH:6]=[C:7]([C:23]([N:25]([CH3:27])[CH3:26])=[O:24])[CH:8]=[C:9]2[C:14]=1[O:13][C:12]([N:15]1[CH2:20][CH2:19][O:18][C@H:17]([CH3:21])[CH2:16]1)=[CH:11][C:10]2=[O:22])[CH3:4].[F:28][C:29]1[CH:35]=[CH:34][C:32]([NH2:33])=[CH:31][CH:30]=1. The catalyst is CC(N(C)C)=O. The product is [F:28][C:29]1[CH:35]=[CH:34][C:32]([NH:33][CH:3]([C:5]2[CH:6]=[C:7]([C:23]([N:25]([CH3:27])[CH3:26])=[O:24])[CH:8]=[C:9]3[C:14]=2[O:13][C:12]([N:15]2[CH2:20][CH2:19][O:18][C@H:17]([CH3:21])[CH2:16]2)=[CH:11][C:10]3=[O:22])[CH3:4])=[CH:31][CH:30]=1. The yield is 0.590. (6) The reactants are [C:1]([O:5][C:6]([N:8]1[C:36]2[C:31](=[CH:32][CH:33]=[C:34]([Cl:37])[CH:35]=2)[C:10]2([CH:15]([C:16]3[CH:21]=[CH:20][CH:19]=[C:18]([Cl:22])[CH:17]=3)[CH2:14][C:13](=[O:23])[NH:12][CH:11]2[C:24]2[CH:29]=[CH:28][CH:27]=[CH:26][C:25]=2[CH3:30])[C:9]1=[O:38])=[O:7])([CH3:4])([CH3:3])[CH3:2].[H-].[Li+].Br[CH2:42][C:43]([O:45][CH3:46])=[O:44]. No catalyst specified. The product is [C:1]([O:5][C:6]([N:8]1[C:36]2[C:31](=[CH:32][CH:33]=[C:34]([Cl:37])[CH:35]=2)[C:10]2([CH:15]([C:16]3[CH:21]=[CH:20][CH:19]=[C:18]([Cl:22])[CH:17]=3)[CH2:14][C:13](=[O:23])[N:12]([CH2:42][C:43]([O:45][CH3:46])=[O:44])[CH:11]2[C:24]2[CH:29]=[CH:28][CH:27]=[CH:26][C:25]=2[CH3:30])[C:9]1=[O:38])=[O:7])([CH3:4])([CH3:2])[CH3:3]. The yield is 0.320. (7) The reactants are [CH2:1]([C:3]1[CH2:4][C@@H:5]2[C@H:8]([CH:9]=1)[C@@:7]([CH2:14][C:15]([O:17]C(C)(C)C)=[O:16])([CH2:10][N+:11]([O-])=O)[CH2:6]2)[CH3:2].[Cl-].[NH4+]. The catalyst is C(O)C.O.[Fe]. The product is [NH2:11][CH2:10][C@@:7]1([CH2:14][C:15]([OH:17])=[O:16])[CH2:6][C@H:5]2[C@@H:8]1[CH:9]=[C:3]([CH2:1][CH3:2])[CH2:4]2. The yield is 0.430. (8) The reactants are C1C2C(COC([NH:18][C@@H:19]([CH2:31][C:32]3[CH:37]=[CH:36][C:35]([OH:38])=[CH:34][CH:33]=3)[C:20]([NH:22][CH2:23][C:24]([O:26][C:27]([CH3:30])([CH3:29])[CH3:28])=[O:25])=[O:21])=O)C3C(=CC=CC=3)C=2C=CC=1.N1CCCCC1. The catalyst is CN(C=O)C. The product is [NH2:18][C@@H:19]([CH2:31][C:32]1[CH:37]=[CH:36][C:35]([OH:38])=[CH:34][CH:33]=1)[C:20]([NH:22][CH2:23][C:24]([O:26][C:27]([CH3:30])([CH3:28])[CH3:29])=[O:25])=[O:21]. The yield is 1.00. (9) The reactants are [C:1]([C:5]1[CH:10]=[C:9]([N+:11]([O-])=O)[CH:8]=[C:7]([C:14]([CH3:17])([CH3:16])[CH3:15])[C:6]=1[OH:18])([CH3:4])([CH3:3])[CH3:2]. The catalyst is CO.[Pd]. The product is [C:1]([C:5]1[CH:10]=[C:9]([NH2:11])[CH:8]=[C:7]([C:14]([CH3:17])([CH3:16])[CH3:15])[C:6]=1[OH:18])([CH3:4])([CH3:3])[CH3:2]. The yield is 0.480.